Dataset: Full USPTO retrosynthesis dataset with 1.9M reactions from patents (1976-2016). Task: Predict the reactants needed to synthesize the given product. (1) Given the product [F:46][C:45]([F:48])([F:47])[C:43]([OH:49])=[O:44].[NH2:1][C:2]([C:4]1[CH:5]=[N:6][C:7]2[C:12]([C:13]=1[NH:14][C:15]1[CH:16]=[C:17]([CH:21]=[CH:22][C:23]=1[O:24][CH3:25])[C:18]([OH:20])=[O:19])=[CH:11][CH:10]=[C:9]([C:32]1[C:28]([CH3:27])=[N:29][O:30][C:31]=1[CH3:36])[CH:8]=2)=[O:3], predict the reactants needed to synthesize it. The reactants are: [NH2:1][C:2]([C:4]1[CH:5]=[N:6][C:7]2[C:12]([C:13]=1[NH:14][C:15]1[CH:16]=[C:17]([CH:21]=[CH:22][C:23]=1[O:24][CH3:25])[C:18]([OH:20])=[O:19])=[CH:11][CH:10]=[C:9](Br)[CH:8]=2)=[O:3].[CH3:27][C:28]1[C:32](B(O)O)=[C:31]([CH3:36])[O:30][N:29]=1.C(=O)([O-])[O-].[K+].[K+].[C:43]([OH:49])([C:45]([F:48])([F:47])[F:46])=[O:44]. (2) Given the product [Cl:33][C:34]1[S:38][C:37]([CH2:39][NH:40][C:2]([NH:13][C:14]2[CH:19]=[CH:18][C:17]([N:20]3[C:24](=[O:25])[C:23]4[CH:26]=[C:27]([Cl:30])[CH:28]=[CH:29][C:22]=4[C:21]3=[O:31])=[C:16]([CH3:32])[CH:15]=2)=[O:4])=[CH:36][CH:35]=1, predict the reactants needed to synthesize it. The reactants are: Cl[C:2](Cl)([O:4]C(=O)OC(Cl)(Cl)Cl)Cl.[NH2:13][C:14]1[CH:19]=[CH:18][C:17]([N:20]2[C:24](=[O:25])[C:23]3=[CH:26][C:27]([Cl:30])=[CH:28][CH:29]=[C:22]3[C:21]2=[O:31])=[C:16]([CH3:32])[CH:15]=1.[Cl:33][C:34]1[S:38][C:37]([CH2:39][NH2:40])=[CH:36][CH:35]=1. (3) Given the product [C:17]([O:16][C:14]([N:11]1[CH2:12][CH2:13][N:8]([C:4]2[CH:5]=[N:6][CH:7]=[C:2]([B:29]3[O:30][C:31]([CH3:33])([CH3:32])[C:27]([CH3:43])([CH3:26])[O:28]3)[CH:3]=2)[CH2:9][CH2:10]1)=[O:15])([CH3:20])([CH3:19])[CH3:18], predict the reactants needed to synthesize it. The reactants are: Br[C:2]1[CH:3]=[C:4]([N:8]2[CH2:13][CH2:12][N:11]([C:14]([O:16][C:17]([CH3:20])([CH3:19])[CH3:18])=[O:15])[CH2:10][CH2:9]2)[CH:5]=[N:6][CH:7]=1.C([O-])(=O)C.[K+].[CH3:26][C:27]1([CH3:43])[C:31]([CH3:33])([CH3:32])[O:30][B:29]([B:29]2[O:30][C:31]([CH3:33])([CH3:32])[C:27]([CH3:43])([CH3:26])[O:28]2)[O:28]1.O. (4) Given the product [CH:1]1([C:4]2[N:5]=[CH:6][N:7]([C:9]3[C:14]([F:15])=[CH:13][N:12]=[C:11]([C:16]([OH:18])=[O:17])[CH:10]=3)[CH:8]=2)[CH2:2][CH2:3]1, predict the reactants needed to synthesize it. The reactants are: [CH:1]1([C:4]2[N:5]=[CH:6][N:7]([C:9]3[C:14]([F:15])=[CH:13][N:12]=[C:11]([C:16]([O-:18])=[O:17])[CH:10]=3)[CH:8]=2)[CH2:3][CH2:2]1.